From a dataset of Forward reaction prediction with 1.9M reactions from USPTO patents (1976-2016). Predict the product of the given reaction. (1) Given the reactants [C:1]1(B(O)O)[C:14]2[C:15]3=[C:16]4[C:11](=[CH:12][CH:13]=2)[CH:10]=[CH:9][CH:8]=[C:7]4[CH:6]=[CH:5][C:4]3=[CH:3][CH:2]=1.[Br:20][C:21]1[CH:22]=[C:23](I)[CH:24]=[CH:25][CH:26]=1.C(=O)([O-])[O-].[Na+].[Na+], predict the reaction product. The product is: [C:1]1([C:25]2[CH:26]=[C:21]([Br:20])[CH:22]=[CH:23][CH:24]=2)[C:14]2[C:15]3=[C:16]4[C:11](=[CH:12][CH:13]=2)[CH:10]=[CH:9][CH:8]=[C:7]4[CH:6]=[CH:5][C:4]3=[CH:3][CH:2]=1. (2) Given the reactants [NH2:1][CH:2]1[CH2:7][CH2:6][NH:5][CH2:4][CH2:3]1.Br[C:9]1[S:10][C:11]([C:15]([O:17][CH2:18][CH3:19])=[O:16])=[C:12]([CH3:14])[N:13]=1.C(N(C(C)C)CC)(C)C, predict the reaction product. The product is: [NH2:1][CH:2]1[CH2:7][CH2:6][N:5]([C:9]2[S:10][C:11]([C:15]([O:17][CH2:18][CH3:19])=[O:16])=[C:12]([CH3:14])[N:13]=2)[CH2:4][CH2:3]1. (3) Given the reactants [Si](O[C@@H](CC)C(O)=O)(C(C)(C)C)(C1C=CC=CC=1)[C:2]1C=CC=CC=1.[NH2:25][CH2:26][CH2:27][CH2:28][C@:29]1([C:48]2[CH:53]=[CH:52][CH:51]=[CH:50][CH:49]=2)[N:33]([C:34](=[O:39])[C@@H:35]([O:37][CH3:38])[CH3:36])[N:32]=[C:31]([C:40]2[CH:45]=[C:44]([F:46])[CH:43]=[CH:42][C:41]=2[F:47])[S:30]1, predict the reaction product. The product is: [NH2:25][CH2:26][CH2:27][CH2:28][C@:29]1([C:48]2[CH:53]=[CH:52][CH:51]=[CH:50][CH:49]=2)[N:33]([C:34](=[O:39])[C@@H:35]([O:37][CH3:38])[CH2:36][CH3:2])[N:32]=[C:31]([C:40]2[CH:45]=[C:44]([F:46])[CH:43]=[CH:42][C:41]=2[F:47])[S:30]1. (4) Given the reactants Br[C:2]1[S:3][CH:4]=[C:5]([C:7]([O:9][CH2:10][CH3:11])=[O:8])[N:6]=1.[OH:12][CH2:13][C:14]1[CH:19]=[CH:18][CH:17]=[CH:16][C:15]=1B(O)O.ClCCl, predict the reaction product. The product is: [OH:12][CH2:13][C:14]1[CH:19]=[CH:18][CH:17]=[CH:16][C:15]=1[C:2]1[S:3][CH:4]=[C:5]([C:7]([O:9][CH2:10][CH3:11])=[O:8])[N:6]=1. (5) Given the reactants Cl[C:2]1[CH:3]=[CH:4][C:5]2[N:6]([CH:8]=[C:9]([C:11]([N:13]3[CH2:18][CH2:17][CH:16]([C:19]4[CH:24]=[CH:23][CH:22]=[CH:21][C:20]=4[C:25]([F:28])([F:27])[F:26])[CH2:15][CH2:14]3)=[O:12])[N:10]=2)[N:7]=1.[NH:29]1[CH2:34][CH2:33]O[CH2:31][CH2:30]1, predict the reaction product. The product is: [N:29]1([C:2]2[CH:3]=[CH:4][C:5]3[N:6]([CH:8]=[C:9]([C:11]([N:13]4[CH2:18][CH2:17][CH:16]([C:19]5[CH:24]=[CH:23][CH:22]=[CH:21][C:20]=5[C:25]([F:28])([F:27])[F:26])[CH2:15][CH2:14]4)=[O:12])[N:10]=3)[N:7]=2)[CH2:34][CH2:33][CH2:31][CH2:30]1. (6) The product is: [N:1]1[CH:6]=[CH:5][CH:4]=[CH:3][C:2]=1[NH:7][C:9]1[C:18]2[C:13](=[CH:14][CH:15]=[C:16]([OH:24])[CH:17]=2)[N:12]=[CH:11][N:10]=1. Given the reactants [N:1]1[CH:6]=[CH:5][CH:4]=[CH:3][C:2]=1[NH2:7].Cl[C:9]1[C:18]2[C:13](=[CH:14][CH:15]=[C:16](CC([O-])=O)[CH:17]=2)[N:12]=[CH:11][N:10]=1.C(=O)([O-])[O-:24].[Cs+].[Cs+], predict the reaction product.